Dataset: Experimentally validated miRNA-target interactions with 360,000+ pairs, plus equal number of negative samples. Task: Binary Classification. Given a miRNA mature sequence and a target amino acid sequence, predict their likelihood of interaction. (1) The miRNA is hsa-miR-4471 with sequence UGGGAACUUAGUAGAGGUUUAA. The protein sequence of the target gene is MASRSMRLLLLLSCLAKTGVLGDIIMRPSCAPGWFYHKSNCYGYFRKLRNWSDAELECQSYGNGAHLASILSLKEASTIAEYISGYQRSQPIWIGLHDPQKRQQWQWIDGAMYLYRSWSGKSMGGNKHCAEMSSNNNFLTWSSNECNKRQHFLCKYRP. Result: 0 (no interaction). (2) The miRNA is mmu-miR-466f-3p with sequence CAUACACACACACAUACACAC. The protein sequence of the target gene is MSYSVTLTGPGPWGFRLQGGKDFNMPLTISRITPGSKAAQSQLSQGDLVVAIDGVNTDTMTHLEAQNKIKSASYNLSLTLQKSKRPIPISTTAPPIQSPLPVIPHQKDPALDTNGSLATPSPSPEARASPGALEFGDTFSSSFSQTSVCSPLMEASGPVLPLGSPVAKASSEGAQGSVSPKVLPGPSQPRQYNNPIGLYSAETLREMAQMYQMSLRGKASGAGLLGGSLPVKDLAVDSASPVYQAVIKTQSKPEDEADEWARRSSNLQSRSFRILAQMTGTEYMQDPDEEALRRSSTPIE.... Result: 1 (interaction).